This data is from Peptide-MHC class I binding affinity with 185,985 pairs from IEDB/IMGT. The task is: Regression. Given a peptide amino acid sequence and an MHC pseudo amino acid sequence, predict their binding affinity value. This is MHC class I binding data. (1) The MHC is HLA-B44:02 with pseudo-sequence HLA-B44:02. The binding affinity (normalized) is 0.738. The peptide sequence is VEITPYKPTW. (2) The peptide sequence is FWAWSVLRV. The MHC is HLA-A24:03 with pseudo-sequence HLA-A24:03. The binding affinity (normalized) is 0.0847.